Dataset: Forward reaction prediction with 1.9M reactions from USPTO patents (1976-2016). Task: Predict the product of the given reaction. (1) Given the reactants [F:1][C:2]1[CH:7]=[C:6]([CH3:8])[CH:5]=[CH:4][N:3]=1.C[Si](C)(C)[N-][Si](C)(C)C.[Na+].C([O:26][C:27](=O)[C:28]1[C:33]([F:34])=[CH:32][CH:31]=[C:30]([N:35]([CH2:43][C:44]2[CH:49]=[CH:48][CH:47]=[CH:46][CH:45]=2)[CH2:36][C:37]2[CH:42]=[CH:41][CH:40]=[CH:39][CH:38]=2)[C:29]=1[F:50])C1C=CC=CC=1.[Cl-].[NH4+], predict the reaction product. The product is: [CH2:43]([N:35]([CH2:36][C:37]1[CH:42]=[CH:41][CH:40]=[CH:39][CH:38]=1)[C:30]1[C:29]([F:50])=[C:28]([C:27](=[O:26])[CH2:8][C:6]2[CH:5]=[CH:4][N:3]=[C:2]([F:1])[CH:7]=2)[C:33]([F:34])=[CH:32][CH:31]=1)[C:44]1[CH:45]=[CH:46][CH:47]=[CH:48][CH:49]=1. (2) Given the reactants [OH:1][CH2:2][CH2:3][S:4]([C:7]1[CH:8]=[C:9]([N+:13]([O-:15])=[O:14])[CH:10]=[CH:11][CH:12]=1)(=[O:6])=[O:5].[Si:16](Cl)([C:19]([CH3:22])([CH3:21])[CH3:20])([CH3:18])[CH3:17], predict the reaction product. The product is: [Si:16]([O:1][CH2:2][CH2:3][S:4]([C:7]1[CH:8]=[C:9]([N+:13]([O-:15])=[O:14])[CH:10]=[CH:11][CH:12]=1)(=[O:6])=[O:5])([C:19]([CH3:22])([CH3:21])[CH3:20])([CH3:18])[CH3:17].